Task: Predict the product of the given reaction.. Dataset: Forward reaction prediction with 1.9M reactions from USPTO patents (1976-2016) Given the reactants [O:1]=[C:2]1[NH:7][C:6](=[O:8])[CH:5]=[C:4]([O:9][CH2:10][CH2:11][CH3:12])[N:3]1[CH2:13][C:14]1[CH:19]=[CH:18][C:17]([C:20]2[C:21]([C:26]#[N:27])=[CH:22][CH:23]=[CH:24][CH:25]=2)=[CH:16][CH:15]=1.Br[CH2:29][C:30]([C:32]1[CH:37]=[CH:36][C:35]([O:38][CH3:39])=[CH:34][CH:33]=1)=[O:31].CN(C)C=O.[H-].[Na+], predict the reaction product. The product is: [CH3:39][O:38][C:35]1[CH:36]=[CH:37][C:32]([C:30](=[O:31])[CH2:29][N:7]2[C:6](=[O:8])[CH:5]=[C:4]([O:9][CH2:10][CH2:11][CH3:12])[N:3]([CH2:13][C:14]3[CH:19]=[CH:18][C:17]([C:20]4[C:21]([C:26]#[N:27])=[CH:22][CH:23]=[CH:24][CH:25]=4)=[CH:16][CH:15]=3)[C:2]2=[O:1])=[CH:33][CH:34]=1.